Dataset: Full USPTO retrosynthesis dataset with 1.9M reactions from patents (1976-2016). Task: Predict the reactants needed to synthesize the given product. Given the product [CH3:5][O:6][C:7]1[CH:8]=[C:9]([CH:14]=[CH:15][C:16]([Cl:3])=[O:18])[CH:10]=[CH:11][C:12]=1[CH3:13], predict the reactants needed to synthesize it. The reactants are: S(Cl)([Cl:3])=O.[CH3:5][O:6][C:7]1[CH:8]=[C:9]([CH:14]=[CH:15][C:16]([OH:18])=O)[CH:10]=[CH:11][C:12]=1[CH3:13].